This data is from Full USPTO retrosynthesis dataset with 1.9M reactions from patents (1976-2016). The task is: Predict the reactants needed to synthesize the given product. (1) Given the product [Br:22][C:19]1[CH:20]=[CH:21][C:16]([C:14]2[N:11]=[C:9]([NH:8][C:6]3[CH:5]=[CH:4][CH:3]=[C:2]([CH3:1])[N:7]=3)[S:10][CH:13]=2)=[CH:17][CH:18]=1, predict the reactants needed to synthesize it. The reactants are: [CH3:1][C:2]1[N:7]=[C:6]([NH:8][C:9]([NH2:11])=[S:10])[CH:5]=[CH:4][CH:3]=1.Br[CH2:13][C:14]([C:16]1[CH:21]=[CH:20][C:19]([Br:22])=[CH:18][CH:17]=1)=O. (2) The reactants are: C(=O)([O-])[O-].[K+].[K+].[OH:7][C:8]1[CH:9]=[C:10]([CH:22]=[CH:23][CH:24]=1)[O:11][C:12]1[CH:13]=[C:14]([C:20]#[N:21])[CH:15]=[C:16]([CH:19]=1)[C:17]#[N:18].[Cl:25][C:26]1[N:31]=[C:30](Cl)[CH:29]=[CH:28][N:27]=1.C(OCC)(=O)C. Given the product [Cl:25][C:26]1[N:31]=[C:30]([O:7][C:8]2[CH:9]=[C:10]([CH:22]=[CH:23][CH:24]=2)[O:11][C:12]2[CH:19]=[C:16]([C:17]#[N:18])[CH:15]=[C:14]([CH:13]=2)[C:20]#[N:21])[CH:29]=[CH:28][N:27]=1, predict the reactants needed to synthesize it. (3) Given the product [F:1][C:2]1[CH:3]=[CH:4][C:5]([CH2:6][N:7]2[C:11]3=[CH:12][N:13]=[C:14]([C:16]([OH:18])=[O:17])[CH:15]=[C:10]3[C:9]([CH2:20][O:21][CH2:22][CH2:23][O:24][CH3:25])=[CH:8]2)=[CH:26][CH:27]=1, predict the reactants needed to synthesize it. The reactants are: [F:1][C:2]1[CH:27]=[CH:26][C:5]([CH2:6][N:7]2[C:11]3=[CH:12][N:13]=[C:14]([C:16]([O:18]C)=[O:17])[CH:15]=[C:10]3[C:9]([CH2:20][O:21][CH2:22][CH2:23][O:24][CH3:25])=[CH:8]2)=[CH:4][CH:3]=1.O.[OH-].[Li+].O. (4) Given the product [Cl:1][C:2]1[CH:3]=[C:4]([N:10]([CH2:24][C:23]2[CH:26]=[CH:27][C:20]([O:19][C:18]([F:17])([F:28])[F:29])=[CH:21][CH:22]=2)[C:11](=[O:16])[CH2:12][CH2:13][CH2:14][CH3:15])[CH:5]=[C:6]([C:8]#[N:9])[CH:7]=1, predict the reactants needed to synthesize it. The reactants are: [Cl:1][C:2]1[CH:3]=[C:4]([NH:10][C:11](=[O:16])[CH2:12][CH2:13][CH2:14][CH3:15])[CH:5]=[C:6]([C:8]#[N:9])[CH:7]=1.[F:17][C:18]([F:29])([F:28])[O:19][C:20]1[CH:27]=[CH:26][C:23]([CH2:24]Br)=[CH:22][CH:21]=1. (5) Given the product [CH3:30][CH:29]([CH3:31])[CH2:28][C@H:25]([NH:24][C:22](=[O:23])[O:21][C:17]([CH3:20])([CH3:19])[CH3:18])[CH2:26][O:27][C:2]1[CH:3]=[CH:4][C:5]2[C:15]3[C:10](=[C:11]([CH3:16])[N:12]=[CH:13][CH:14]=3)[CH2:9][O:8][C:6]=2[CH:7]=1, predict the reactants needed to synthesize it. The reactants are: Cl[C:2]1[CH:3]=[CH:4][C:5]2[C:15]3[C:10](=[C:11]([CH3:16])[N:12]=[CH:13][CH:14]=3)[CH2:9][O:8][C:6]=2[CH:7]=1.[C:17]([O:21][C:22]([NH:24][C@@H:25]([CH2:28][CH:29]([CH3:31])[CH3:30])[CH2:26][OH:27])=[O:23])([CH3:20])([CH3:19])[CH3:18].C([O-])([O-])=O.[Cs+].[Cs+]. (6) Given the product [CH3:26][C:21]1[C:20]([C:7]2[C:8]3[O:13][CH2:12][C@H:11]([C:14]4[CH:19]=[CH:18][CH:17]=[CH:16][N:15]=4)[N:10]4[C:2]([CH:27]=[CH2:28])=[N:3][C:4]([C:9]=34)=[CH:5][CH:6]=2)=[C:24]([CH3:25])[O:23][N:22]=1, predict the reactants needed to synthesize it. The reactants are: Cl[C:2]1[N:10]2[C@@H:11]([C:14]3[CH:19]=[CH:18][CH:17]=[CH:16][N:15]=3)[CH2:12][O:13][C:8]3=[C:9]2[C:4](=[CH:5][CH:6]=[C:7]3[C:20]2[C:21]([CH3:26])=[N:22][O:23][C:24]=2[CH3:25])[N:3]=1.[CH3:27][C:28]1(C)C(C)(C)OB(C=C)O1.P([O-])([O-])([O-])=O.[K+].[K+].[K+]. (7) Given the product [CH3:2][O:1][C:3]1[CH:4]=[C:5]2[C:9](=[CH:10][CH:11]=1)[CH2:12][NH:8][CH2:7][CH2:6]2, predict the reactants needed to synthesize it. The reactants are: [O:1]([C:3]1[CH:4]=[C:5]([CH:9]=[CH:10][CH:11]=1)[CH2:6][CH2:7][NH2:8])[CH3:2].[CH2:12]=O.